Dataset: Catalyst prediction with 721,799 reactions and 888 catalyst types from USPTO. Task: Predict which catalyst facilitates the given reaction. Reactant: [CH:1]1[C:9]2[C:8]3[CH:10]=[CH:11][CH:12]=[CH:13][C:7]=3[O:6][C:5]=2[C:4]([C:14]2[CH:15]=[CH:16][C:17]([N+:27]([O-])=O)=[C:18]([CH:26]=2)[NH:19][C:20]2[CH:25]=[CH:24][CH:23]=[CH:22][CH:21]=2)=[CH:3][CH:2]=1.CO.[Cl-].[NH4+]. Product: [CH:1]1[C:9]2[C:8]3[CH:10]=[CH:11][CH:12]=[CH:13][C:7]=3[O:6][C:5]=2[C:4]([C:14]2[CH:26]=[C:18]([NH:19][C:20]3[CH:25]=[CH:24][CH:23]=[CH:22][CH:21]=3)[C:17]([NH2:27])=[CH:16][CH:15]=2)=[CH:3][CH:2]=1. The catalyst class is: 324.